Dataset: TCR-epitope binding with 47,182 pairs between 192 epitopes and 23,139 TCRs. Task: Binary Classification. Given a T-cell receptor sequence (or CDR3 region) and an epitope sequence, predict whether binding occurs between them. (1) The epitope is FLKEKGGL. The TCR CDR3 sequence is CASSYLPGQGDHYSNQPQHF. Result: 1 (the TCR binds to the epitope). (2) The epitope is TPRVTGGGAM. The TCR CDR3 sequence is CASNTGGANTDTQYF. Result: 1 (the TCR binds to the epitope). (3) The epitope is RLRPGGKKK. The TCR CDR3 sequence is CASSLDRGVGGYTF. Result: 1 (the TCR binds to the epitope). (4) The TCR CDR3 sequence is CASSKGLAGVGYTGELFF. The epitope is LLWNGPMAV. Result: 1 (the TCR binds to the epitope). (5) The epitope is LEPLVDLPI. The TCR CDR3 sequence is CASSLANGDTQYF. Result: 0 (the TCR does not bind to the epitope). (6) The epitope is TLDSKTQSL. The TCR CDR3 sequence is CASSYSRGLAGGLFF. Result: 0 (the TCR does not bind to the epitope). (7) The epitope is YLQPRTFLL. The TCR CDR3 sequence is CAGQNLNTGELFF. Result: 1 (the TCR binds to the epitope). (8) The epitope is RLRPGGKKK. The TCR CDR3 sequence is CASSPQRGFYEQYF. Result: 1 (the TCR binds to the epitope).